Dataset: Peptide-MHC class II binding affinity with 134,281 pairs from IEDB. Task: Regression. Given a peptide amino acid sequence and an MHC pseudo amino acid sequence, predict their binding affinity value. This is MHC class II binding data. (1) The peptide sequence is CPFSNRVWNSFQIEE. The MHC is HLA-DQA10303-DQB10402 with pseudo-sequence HLA-DQA10303-DQB10402. The binding affinity (normalized) is 0.554. (2) The MHC is DRB1_0901 with pseudo-sequence DRB1_0901. The peptide sequence is KLNHYSFGDVKGELIDQLGV. The binding affinity (normalized) is 0.420.